The task is: Predict the reactants needed to synthesize the given product.. This data is from Full USPTO retrosynthesis dataset with 1.9M reactions from patents (1976-2016). (1) Given the product [C:1]([NH:4][C:5]1[C:14]([NH2:15])=[CH:13][C:8]([C:9]([O:11][CH3:12])=[O:10])=[C:7]([OH:18])[C:6]=1[Br:19])(=[O:3])[CH3:2], predict the reactants needed to synthesize it. The reactants are: [C:1]([NH:4][C:5]1[C:14]([N+:15]([O-])=O)=[CH:13][C:8]([C:9]([O:11][CH3:12])=[O:10])=[C:7]([OH:18])[C:6]=1[Br:19])(=[O:3])[CH3:2].O.O.Cl[Sn]Cl. (2) Given the product [CH2:35]([N:22]1[C:23](=[O:30])[C:24]2[C:29](=[CH:28][CH:27]=[CH:26][CH:25]=2)[C:20]([C:7]2[C:6]3[C:10](=[C:2]([Cl:1])[CH:3]=[C:4]([S:31]([CH3:34])(=[O:33])=[O:32])[CH:5]=3)[N:9]([CH2:11][C:12]([OH:14])=[O:13])[C:8]=2[CH3:19])=[N:21]1)[C:36]1[CH:41]=[CH:40][CH:39]=[CH:38][CH:37]=1, predict the reactants needed to synthesize it. The reactants are: [Cl:1][C:2]1[CH:3]=[C:4]([S:31]([CH3:34])(=[O:33])=[O:32])[CH:5]=[C:6]2[C:10]=1[N:9]([CH2:11][C:12]([O:14]C(C)(C)C)=[O:13])[C:8]([CH3:19])=[C:7]2[C:20]1[C:29]2[C:24](=[CH:25][CH:26]=[CH:27][CH:28]=2)[C:23]([OH:30])=[N:22][N:21]=1.[CH2:35](Br)[C:36]1[CH:41]=[CH:40][CH:39]=[CH:38][CH:37]=1.C(=O)([O-])[O-].[K+].[K+]. (3) Given the product [CH3:1][C:2]1[S:3][CH:4]=[C:5]([CH2:7][NH:12][CH2:11][CH2:9][OH:10])[N:6]=1, predict the reactants needed to synthesize it. The reactants are: [CH3:1][C:2]1[S:3][CH:4]=[C:5]([CH2:7]Cl)[N:6]=1.[CH2:9]([CH2:11][NH2:12])[OH:10]. (4) Given the product [CH:12]([C:11]1[C:2]([NH:16][CH2:17][CH2:18][NH:19][C:20](=[O:22])[CH3:21])=[N:3][C:4]2[C:9]([CH:10]=1)=[CH:8][C:7]([O:14][CH3:15])=[CH:6][CH:5]=2)=[O:13], predict the reactants needed to synthesize it. The reactants are: Cl[C:2]1[C:11]([CH:12]=[O:13])=[CH:10][C:9]2[C:4](=[CH:5][CH:6]=[C:7]([O:14][CH3:15])[CH:8]=2)[N:3]=1.[NH2:16][CH2:17][CH2:18][NH:19][C:20](=[O:22])[CH3:21]. (5) Given the product [Br:7][C:8]1[CH:9]=[C:10]([NH:11][C:3](=[O:4])[CH:2]([CH3:6])[CH3:1])[CH:12]=[CH:13][C:14]=1[CH3:15], predict the reactants needed to synthesize it. The reactants are: [CH3:1][CH:2]([CH3:6])[C:3](Cl)=[O:4].[Br:7][C:8]1[CH:9]=[C:10]([CH:12]=[CH:13][C:14]=1[CH3:15])[NH2:11].